From a dataset of NCI-60 drug combinations with 297,098 pairs across 59 cell lines. Regression. Given two drug SMILES strings and cell line genomic features, predict the synergy score measuring deviation from expected non-interaction effect. (1) Drug 1: CC1C(C(CC(O1)OC2CC(CC3=C2C(=C4C(=C3O)C(=O)C5=C(C4=O)C(=CC=C5)OC)O)(C(=O)C)O)N)O.Cl. Drug 2: CCN(CC)CCNC(=O)C1=C(NC(=C1C)C=C2C3=C(C=CC(=C3)F)NC2=O)C. Cell line: IGROV1. Synergy scores: CSS=23.0, Synergy_ZIP=-6.55, Synergy_Bliss=-0.439, Synergy_Loewe=-17.8, Synergy_HSA=-0.548. (2) Drug 1: C1=CC(=CC=C1CC(C(=O)O)N)N(CCCl)CCCl.Cl. Drug 2: CC1=C(C(=O)C2=C(C1=O)N3CC4C(C3(C2COC(=O)N)OC)N4)N. Cell line: SF-295. Synergy scores: CSS=59.1, Synergy_ZIP=-4.42, Synergy_Bliss=-0.714, Synergy_Loewe=-21.3, Synergy_HSA=1.64. (3) Drug 1: C1CN1C2=NC(=NC(=N2)N3CC3)N4CC4. Drug 2: C1C(C(OC1N2C=NC3=C2NC=NCC3O)CO)O. Cell line: OVCAR-8. Synergy scores: CSS=27.8, Synergy_ZIP=-0.990, Synergy_Bliss=3.81, Synergy_Loewe=-2.06, Synergy_HSA=3.14.